Dataset: Forward reaction prediction with 1.9M reactions from USPTO patents (1976-2016). Task: Predict the product of the given reaction. (1) Given the reactants [NH2:1][C:2]1[C:11]2[C:6](=[C:7](Br)[CH:8]=[CH:9][CH:10]=2)[N:5]=[N:4][C:3]=1[C:13]([NH:15][CH2:16][CH2:17][CH3:18])=[O:14].[CH3:19][N:20]([CH3:30])[C:21]1[CH:22]=[C:23](B(O)O)[CH:24]=[CH:25][CH:26]=1, predict the reaction product. The product is: [NH2:1][C:2]1[C:11]2[C:6](=[C:7]([C:25]3[CH:24]=[CH:23][CH:22]=[C:21]([N:20]([CH3:30])[CH3:19])[CH:26]=3)[CH:8]=[CH:9][CH:10]=2)[N:5]=[N:4][C:3]=1[C:13]([NH:15][CH2:16][CH2:17][CH3:18])=[O:14]. (2) Given the reactants O.[OH-].[Li+].C([O:6][C:7]([C:9]1[CH:14]=[C:13]([CH3:15])[C:12]([B:16]([OH:18])[OH:17])=[C:11]([CH3:19])[CH:10]=1)=[O:8])C.O.Cl, predict the reaction product. The product is: [C:7]([C:9]1[CH:10]=[C:11]([CH3:19])[C:12]([B:16]([OH:17])[OH:18])=[C:13]([CH3:15])[CH:14]=1)([OH:8])=[O:6]. (3) Given the reactants [CH:1]([C:4]1[CH:9]=[CH:8][C:7]([C:10](=[O:12])[CH3:11])=[CH:6][CH:5]=1)([CH3:3])[CH3:2].[C:13]([O:18][CH2:19][CH3:20])(=[O:17])[C:14]([O-])=[O:15], predict the reaction product. The product is: [CH3:2][CH:1]([C:4]1[CH:9]=[CH:8][C:7]([C:10](=[O:12])[CH2:11][C:14](=[O:15])[C:13]([O:18][CH2:19][CH3:20])=[O:17])=[CH:6][CH:5]=1)[CH3:3].